This data is from Forward reaction prediction with 1.9M reactions from USPTO patents (1976-2016). The task is: Predict the product of the given reaction. (1) Given the reactants [F:1][C:2]1[CH:3]=[C:4]([C:13]2[N:17]([C:18]3[CH:19]=[N:20][CH:21]=[CH:22][CH:23]=3)[N:16]=[C:15]([C:24]([OH:26])=O)[CH:14]=2)[CH:5]=[C:6]([O:8][C:9]([F:12])([F:11])[F:10])[CH:7]=1.ClC1C=C(C2N(C3C=CC=CN=3)N=C(C([N:48]3[CH2:52][C:51](=[O:53])[NH:50][CH2:49]3)=O)C=2)C=C(F)C=1.Cl.N1C=CNC1=O, predict the reaction product. The product is: [F:1][C:2]1[CH:3]=[C:4]([C:13]2[N:17]([C:18]3[CH:19]=[N:20][CH:21]=[CH:22][CH:23]=3)[N:16]=[C:15]([C:24]([N:48]3[CH2:52][C:51](=[O:53])[NH:50][CH2:49]3)=[O:26])[CH:14]=2)[CH:5]=[C:6]([O:8][C:9]([F:10])([F:12])[F:11])[CH:7]=1. (2) Given the reactants Br[C:2]1[CH:3]=[CH:4][C:5]([NH2:8])=[N:6][CH:7]=1.[C:9]1(B(O)O)[CH:14]=[CH:13][CH:12]=[CH:11][CH:10]=1, predict the reaction product. The product is: [C:9]1([C:2]2[CH:3]=[CH:4][C:5]([NH2:8])=[N:6][CH:7]=2)[CH:14]=[CH:13][CH:12]=[CH:11][CH:10]=1. (3) Given the reactants [CH:1]12[CH:6]([NH:7][C:8](=[O:14])[O:9][C:10]([CH3:13])([CH3:12])[CH3:11])[CH:5]1[CH2:4][NH:3][CH2:2]2.C(N(CC)CC)C.Cl[C:23]([O:25][C:26]1[CH:31]=[CH:30][CH:29]=[CH:28][CH:27]=1)=[O:24], predict the reaction product. The product is: [C:10]([O:9][C:8]([NH:7][CH:6]1[CH:1]2[CH:5]1[CH2:4][N:3]([C:23]([O:25][C:26]1[CH:31]=[CH:30][CH:29]=[CH:28][CH:27]=1)=[O:24])[CH2:2]2)=[O:14])([CH3:11])([CH3:13])[CH3:12].